Task: Predict the reactants needed to synthesize the given product.. Dataset: Full USPTO retrosynthesis dataset with 1.9M reactions from patents (1976-2016) (1) The reactants are: [N+:1]([C:4]1[CH:5]=[C:6](CC(N)=O)[CH:7]=[C:8](B2OC(C)(C)C(C)(C)O2)[CH:9]=1)([O-:3])=[O:2].[N:23]#N.Cl[C:26]1[C:31]([F:32])=[CH:30][CH:29]=[CH:28][N:27]=1.C(=O)([O-])[O-].[Na+].[Na+].C[O:40][CH2:41][CH2:42]OC. Given the product [F:32][C:31]1[C:26]([C:8]2[CH:7]=[C:6]([NH:23][C:41](=[O:40])[CH3:42])[CH:5]=[C:4]([N+:1]([O-:3])=[O:2])[CH:9]=2)=[N:27][CH:28]=[CH:29][CH:30]=1, predict the reactants needed to synthesize it. (2) The reactants are: [Cl:1][CH:2]1[CH:12]=[CH:11][CH:5]2[C:6]([O:8][C:9](=[O:10])[CH:4]2[CH2:3]1)=O.[NH2:13][C:14]1[CH:19]=[CH:18][CH:17]=[CH:16][N:15]=1. Given the product [N:15]1[CH:16]=[CH:17][CH:18]=[CH:19][C:14]=1[N:13]1[C:9](=[O:10])[CH:4]2[CH2:3][CH:2]([Cl:1])[CH:12]=[CH:11][CH:5]2[C:6]1=[O:8], predict the reactants needed to synthesize it. (3) The reactants are: [Br:1][C:2]1[CH:3]=[CH:4][C:5]2[CH:9]([NH2:10])[CH2:8][S:7][C:6]=2[CH:11]=1.[F:12][C:13]([F:24])([F:23])[C:14]([NH:16][C:17]1([C:20](O)=[O:21])[CH2:19][CH2:18]1)=[O:15]. Given the product [Br:1][C:2]1[CH:3]=[CH:4][C:5]2[CH:9]([NH:10][C:20]([C:17]3([NH:16][C:14](=[O:15])[C:13]([F:12])([F:23])[F:24])[CH2:18][CH2:19]3)=[O:21])[CH2:8][S:7][C:6]=2[CH:11]=1, predict the reactants needed to synthesize it. (4) Given the product [CH2:1]([N:8]1[CH2:16][C@H:15]2[C@H:10]([N:11]([C:17]([O:19][C:20]([CH3:23])([CH3:22])[CH3:21])=[O:18])[CH2:12][CH2:13][CH2:14]2)[CH2:9]1)[C:2]1[CH:3]=[CH:4][CH:5]=[CH:6][CH:7]=1, predict the reactants needed to synthesize it. The reactants are: [CH2:1]([N:8]1[CH2:16][C@H:15]2[C@H:10]([NH:11][CH2:12][CH2:13][CH2:14]2)[CH2:9]1)[C:2]1[CH:7]=[CH:6][CH:5]=[CH:4][CH:3]=1.[C:17](O[C:17]([O:19][C:20]([CH3:23])([CH3:22])[CH3:21])=[O:18])([O:19][C:20]([CH3:23])([CH3:22])[CH3:21])=[O:18].C(N(CC)CC)C. (5) Given the product [Cl:44][C:32]1[CH:33]=[C:34]([CH2:35][C:36]2[NH:40][C:39](=[O:41])[O:38][N:37]=2)[CH:42]=[CH:43][C:31]=1[C:13]1[CH:14]=[CH:15][C:10]([C:8]2[N:9]=[C:4]([C:1]([NH2:2])=[O:3])[C:5]([CH3:21])=[N:6][C:7]=2[CH3:20])=[CH:11][CH:12]=1, predict the reactants needed to synthesize it. The reactants are: [C:1]([C:4]1[N:9]=[C:8]([C:10]2[CH:15]=[CH:14][C:13](B(O)O)=[C:12](Cl)[CH:11]=2)[C:7]([CH3:20])=[N:6][C:5]=1[CH3:21])(=[O:3])[NH2:2].P([O-])([O-])([O-])=O.[K+].[K+].[K+].Br[C:31]1[CH:43]=[CH:42][C:34]([CH2:35][C:36]2[NH:40][C:39](=[O:41])[O:38][N:37]=2)=[CH:33][C:32]=1[Cl:44]. (6) Given the product [CH3:13][C:12]1[CH:11]=[CH:10][C:9]([C:14]2[O:15][C:16]([CH3:19])=[N:17][N:18]=2)=[CH:8][C:7]=1[B:20]([OH:25])[OH:21], predict the reactants needed to synthesize it. The reactants are: C([Mg]Cl)(C)C.I[C:7]1[CH:8]=[C:9]([C:14]2[O:15][C:16]([CH3:19])=[N:17][N:18]=2)[CH:10]=[CH:11][C:12]=1[CH3:13].[B:20](OC(C)C)([O:25]C(C)C)[O:21]C(C)C.Cl.